Dataset: Full USPTO retrosynthesis dataset with 1.9M reactions from patents (1976-2016). Task: Predict the reactants needed to synthesize the given product. (1) Given the product [CH:8]1([CH:6]([C:3]2[CH:4]=[CH:5][S:1][CH:2]=2)[OH:7])[CH2:13][CH2:12][CH2:11][CH2:10][CH2:9]1, predict the reactants needed to synthesize it. The reactants are: [S:1]1[CH:5]=[CH:4][C:3]([CH:6]=[O:7])=[CH:2]1.[CH:8]1([Mg]Cl)[CH2:13][CH2:12][CH2:11][CH2:10][CH2:9]1. (2) Given the product [Si:29]([O:36][C:37]1[CH:38]=[CH:39][C:40]([CH:43]2[CH2:48][CH2:47][C:46]([C:2]3[CH:7]=[CH:6][C:5]([O:8][CH2:9][O:10][CH3:11])=[CH:4][C:3]=3[O:12][CH2:13][O:14][CH3:15])([OH:49])[CH2:45][CH2:44]2)=[CH:41][CH:42]=1)([C:32]([CH3:35])([CH3:34])[CH3:33])([CH3:31])[CH3:30], predict the reactants needed to synthesize it. The reactants are: Br[C:2]1[CH:7]=[CH:6][C:5]([O:8][CH2:9][O:10][CH3:11])=[CH:4][C:3]=1[O:12][CH2:13][O:14][CH3:15].CN(C)CCN(C)C.C([Li])CCC.[Si:29]([O:36][C:37]1[CH:42]=[CH:41][C:40]([CH:43]2[CH2:48][CH2:47][C:46](=[O:49])[CH2:45][CH2:44]2)=[CH:39][CH:38]=1)([C:32]([CH3:35])([CH3:34])[CH3:33])([CH3:31])[CH3:30].